Dataset: Forward reaction prediction with 1.9M reactions from USPTO patents (1976-2016). Task: Predict the product of the given reaction. (1) Given the reactants [CH:1]1C=CC(C([C@H]2OCC(NCCC3C=CC(F)=CC=3)C(O)C2)C2C=CC=CC=2)=CC=1.[CH2:31]([O:35][C:36]([C:38]1[N:39]=[C:40](Cl)[C:41]2[C:46]([C:47]=1[OH:48])=[CH:45][CH:44]=[C:43]([O:49][C:50]1[CH:55]=[CH:54][C:53]([C:56]([F:59])([F:58])[F:57])=[CH:52][CH:51]=1)[CH:42]=2)=[O:37])[CH2:32][CH2:33][CH3:34], predict the reaction product. The product is: [CH2:31]([O:35][C:36]([C:38]1[N:39]=[C:40]([CH3:1])[C:41]2[C:46]([C:47]=1[OH:48])=[CH:45][CH:44]=[C:43]([O:49][C:50]1[CH:55]=[CH:54][C:53]([C:56]([F:59])([F:58])[F:57])=[CH:52][CH:51]=1)[CH:42]=2)=[O:37])[CH2:32][CH2:33][CH3:34]. (2) Given the reactants Cl[C:2]1[N:7]=[C:6]([CH3:8])[N:5]=[C:4]([C@@H:9]2[CH2:11][C@H:10]2[C:12]2[N:16]([CH3:17])[C:15]3[CH:18]=[CH:19][CH:20]=[CH:21][C:14]=3[N:13]=2)[CH:3]=1.O.[NH2:23][NH2:24].C(=O)([O-])[O-].[K+].[K+], predict the reaction product. The product is: [NH:23]([C:2]1[N:7]=[C:6]([CH3:8])[N:5]=[C:4]([C@@H:9]2[CH2:11][C@H:10]2[C:12]2[N:16]([CH3:17])[C:15]3[CH:18]=[CH:19][CH:20]=[CH:21][C:14]=3[N:13]=2)[CH:3]=1)[NH2:24]. (3) Given the reactants [OH-].[Li+].[Br:3][C:4]1[CH:5]=[CH:6][C:7]([O:21][CH2:22][C:23]2[CH:28]=[CH:27][CH:26]=[CH:25][C:24]=2[Cl:29])=[C:8]([CH:20]=1)[C:9]([O:11]CC1C=CC=CC=1Cl)=[O:10], predict the reaction product. The product is: [Br:3][C:4]1[CH:5]=[CH:6][C:7]([O:21][CH2:22][C:23]2[CH:28]=[CH:27][CH:26]=[CH:25][C:24]=2[Cl:29])=[C:8]([CH:20]=1)[C:9]([OH:11])=[O:10]. (4) Given the reactants [C:1]([C:5]1[CH:10]=[CH:9][C:8]([S:11]([N:14]([CH2:22][C:23](O)=[O:24])[C:15]2[CH:20]=[CH:19][C:18]([CH3:21])=[CH:17][CH:16]=2)(=[O:13])=[O:12])=[CH:7][CH:6]=1)([CH3:4])([CH3:3])[CH3:2].[CH2:26]([NH:28][CH2:29][C:30]1[CH:31]=[C:32]([OH:36])[CH:33]=[CH:34][CH:35]=1)[CH3:27], predict the reaction product. The product is: [C:1]([C:5]1[CH:10]=[CH:9][C:8]([S:11]([N:14]([C:15]2[CH:20]=[CH:19][C:18]([CH3:21])=[CH:17][CH:16]=2)[CH2:22][C:23]([N:28]([CH2:26][CH3:27])[CH2:29][C:30]2[CH:35]=[CH:34][CH:33]=[C:32]([OH:36])[CH:31]=2)=[O:24])(=[O:13])=[O:12])=[CH:7][CH:6]=1)([CH3:3])([CH3:4])[CH3:2]. (5) Given the reactants [F:1][C:2]1[CH:7]=[CH:6][C:5]([C:8]#[C:9][CH2:10][N:11]2[CH:15]=[C:14]([C:16]3[N:24](COCC[Si](C)(C)C)[C:23]4[C:22](=[O:33])[N:21]([CH2:34][CH2:35][CH3:36])[C:20]([N:37]5[CH2:41][CH2:40][CH2:39][CH2:38]5)=[N:19][C:18]=4[N:17]=3)[CH:13]=[N:12]2)=[CH:4][CH:3]=1.Cl, predict the reaction product. The product is: [F:1][C:2]1[CH:3]=[CH:4][C:5]([C:8]#[C:9][CH2:10][N:11]2[CH:15]=[C:14]([C:16]3[NH:24][C:23]4[C:22](=[O:33])[N:21]([CH2:34][CH2:35][CH3:36])[C:20]([N:37]5[CH2:38][CH2:39][CH2:40][CH2:41]5)=[N:19][C:18]=4[N:17]=3)[CH:13]=[N:12]2)=[CH:6][CH:7]=1. (6) Given the reactants [CH:1]1([CH2:4][S:5][C:6]2[CH:7]=[C:8]([O:28][C:29]3[C:30]([CH3:35])=[N:31][CH:32]=[CH:33][CH:34]=3)[C:9]([NH:12][C:13]3[S:17][N:16]=[C:15]([C@H:18]4[CH2:22][O:21]C5(CCCCC5)[O:19]4)[N:14]=3)=[N:10][CH:11]=2)[CH2:3][CH2:2]1.Cl, predict the reaction product. The product is: [CH:1]1([CH2:4][S:5][C:6]2[CH:7]=[C:8]([O:28][C:29]3[C:30]([CH3:35])=[N:31][CH:32]=[CH:33][CH:34]=3)[C:9]([NH:12][C:13]3[S:17][N:16]=[C:15]([C@H:18]([OH:19])[CH2:22][OH:21])[N:14]=3)=[N:10][CH:11]=2)[CH2:3][CH2:2]1.